From a dataset of Forward reaction prediction with 1.9M reactions from USPTO patents (1976-2016). Predict the product of the given reaction. (1) Given the reactants [F:1][C:2]1[CH:7]=[C:6]([F:8])[CH:5]=[CH:4][C:3]=1[N:9]1[C:13]([C:14]2[S:23][C:22]3[C:21]4[N:24]=[C:25]([N:28]5[CH2:33][C@H:32]([CH3:34])[N:31]([C:35](=O)[C:36]([F:39])([F:38])[F:37])[C@H:30]([CH3:41])[CH2:29]5)[CH:26]=[CH:27][C:20]=4[O:19][CH2:18][CH2:17][C:16]=3[CH:15]=2)=[N:12][CH:11]=[N:10]1.B.CSC, predict the reaction product. The product is: [F:1][C:2]1[CH:7]=[C:6]([F:8])[CH:5]=[CH:4][C:3]=1[N:9]1[C:13]([C:14]2[S:23][C:22]3[C:21]4[N:24]=[C:25]([N:28]5[CH2:33][C@H:32]([CH3:34])[N:31]([CH2:35][C:36]([F:37])([F:38])[F:39])[C@H:30]([CH3:41])[CH2:29]5)[CH:26]=[CH:27][C:20]=4[O:19][CH2:18][CH2:17][C:16]=3[CH:15]=2)=[N:12][CH:11]=[N:10]1. (2) Given the reactants [F:1][CH:2]([F:18])[O:3][C:4]1[CH:9]=[C:8]([F:10])[C:7]([F:11])=[CH:6][C:5]=1[CH:12]1[CH2:17][CH2:16][NH:15][CH2:14][CH2:13]1.C(=O)([O-])[O-].[K+].[K+].Cl[C:26]1[N:27]=[N:28][CH:29]=[C:30](Cl)[C:31]=1[Cl:32].O.[NH2:35][NH2:36], predict the reaction product. The product is: [Cl:32][C:31]1[C:30]([N:15]2[CH2:14][CH2:13][CH:12]([C:5]3[CH:6]=[C:7]([F:11])[C:8]([F:10])=[CH:9][C:4]=3[O:3][CH:2]([F:1])[F:18])[CH2:17][CH2:16]2)=[CH:29][N:28]=[N:27][C:26]=1[NH:35][NH2:36]. (3) Given the reactants [Br:1][C:2]1[CH:3]=[C:4]2[C:9](=[CH:10][CH:11]=1)[N:8]=[CH:7][C:6]([C:12]([CH:14]1[CH2:16][CH2:15]1)=[O:13])=[C:5]2Cl.Cl.Cl.[N:20]1([CH2:25][C@H:26]2[CH2:31][CH2:30][C@H:29]([NH2:32])[CH2:28][CH2:27]2)[CH2:24][CH2:23][CH2:22][CH2:21]1, predict the reaction product. The product is: [Br:1][C:2]1[CH:3]=[C:4]2[C:9](=[CH:10][CH:11]=1)[N:8]=[CH:7][C:6]([C:12]([CH:14]1[CH2:16][CH2:15]1)=[O:13])=[C:5]2[NH:32][C@H:29]1[CH2:28][CH2:27][C@H:26]([CH2:25][N:20]2[CH2:24][CH2:23][CH2:22][CH2:21]2)[CH2:31][CH2:30]1. (4) Given the reactants [Cl:1][C:2]1[CH:7]=[CH:6][CH:5]=[CH:4][C:3]=1[CH:8]([OH:12])[C:9](O)=O.[C:13]1([NH:19][C:20](=[S:23])[NH:21][NH2:22])[CH:18]=[CH:17][CH:16]=[CH:15][CH:14]=1, predict the reaction product. The product is: [Cl:1][C:2]1[CH:7]=[CH:6][CH:5]=[CH:4][C:3]=1[CH:8]([OH:12])[C:9]1[N:19]([C:13]2[CH:14]=[CH:15][CH:16]=[CH:17][CH:18]=2)[C:20](=[S:23])[NH:21][N:22]=1. (5) Given the reactants N[C:2]1[N:6]([C:7]2[C:12]([Cl:13])=CC(C(F)(F)F)=CC=2Cl)N=C(C#N)[C:3]=1S(C(F)(F)F)=O.P([O-])([O-])([O-])=O.[K+].[K+].[K+].[CH3:35][CH2:36]CCCCC.C(OCC)(=O)C.O, predict the reaction product. The product is: [Cl-:13].[Cl:13][CH2:12][CH2:7][NH+:6]([CH2:2][CH3:3])[CH2:35][CH3:36]. (6) Given the reactants [CH2:1]([O:3][C:4]([C@@H:6]([NH:15][C@H:16]([C:18]([N:20]1[CH2:27][CH2:26][CH2:25][C@H:21]1[C:22]([OH:24])=[O:23])=[O:19])[CH3:17])[CH2:7][CH2:8][C:9]1[CH:14]=[CH:13][CH:12]=[CH:11][CH:10]=1)=[O:5])[CH3:2].[C:28]([OH:35])(=[O:34])/[CH:29]=[CH:30]\[C:31]([OH:33])=[O:32].[Na+].[Cl-], predict the reaction product. The product is: [C:28]([OH:35])(=[O:34])/[CH:29]=[CH:30]\[C:31]([OH:33])=[O:32].[CH2:1]([O:3][C:4]([C@@H:6]([NH:15][C@H:16]([C:18]([N:20]1[CH2:27][CH2:26][CH2:25][C@H:21]1[C:22]([OH:24])=[O:23])=[O:19])[CH3:17])[CH2:7][CH2:8][C:9]1[CH:14]=[CH:13][CH:12]=[CH:11][CH:10]=1)=[O:5])[CH3:2]. (7) Given the reactants Cl[C:2]1[C:7]([O:8][CH3:9])=[CH:6][C:5]([O:10][CH3:11])=[C:4](Cl)[C:3]=1[C:13]1[C:22](=[O:23])[N:21]([CH3:24])[C:20]2[N:19]=[C:18]([NH:25][C:26]3[C:31]([N+:32]([O-])=O)=[CH:30][CH:29]=[CH:28][C:27]=3[CH3:35])[N:17]=[CH:16][C:15]=2[N:14]=1.[Cl-].[NH4+], predict the reaction product. The product is: [NH2:32][C:31]1[CH:30]=[CH:29][CH:28]=[C:27]([CH3:35])[C:26]=1[NH:25][C:18]1[N:17]=[CH:16][C:15]2[N:14]=[C:13]([C:3]3[CH:4]=[C:5]([O:10][CH3:11])[CH:6]=[C:7]([O:8][CH3:9])[CH:2]=3)[C:22](=[O:23])[N:21]([CH3:24])[C:20]=2[N:19]=1. (8) Given the reactants [C:1](Cl)(=[O:4])[CH:2]=[CH2:3].[CH3:6][N:7]1[CH2:14][C@@H:13]2[C@@H:9]([N:10]([C:15]3[CH:20]=[C:19]([O:21][CH3:22])[C:18]([NH:23][C:24]4[N:29]=[C:28]([C:30]5[CH:31]=[N:32][N:33]6[CH:38]=[CH:37][CH:36]=[CH:35][C:34]=56)[CH:27]=[CH:26][N:25]=4)=[CH:17][C:16]=3[NH2:39])[CH2:11][CH2:12]2)[CH2:8]1, predict the reaction product. The product is: [CH3:6][N:7]1[CH2:14][C@@H:13]2[C@@H:9]([N:10]([C:15]3[CH:20]=[C:19]([O:21][CH3:22])[C:18]([NH:23][C:24]4[N:29]=[C:28]([C:30]5[CH:31]=[N:32][N:33]6[CH:38]=[CH:37][CH:36]=[CH:35][C:34]=56)[CH:27]=[CH:26][N:25]=4)=[CH:17][C:16]=3[NH:39][C:1](=[O:4])[CH:2]=[CH2:3])[CH2:11][CH2:12]2)[CH2:8]1. (9) Given the reactants [N+:1]([C:4]1[CH:5]=[C:6]2[C:10](=[CH:11][CH:12]=1)[NH:9][N:8]=[C:7]2[C:13]([OH:15])=O)([O-:3])=[O:2].[F:16][C:17]1[CH:23]=[CH:22][C:20]([NH2:21])=[CH:19][CH:18]=1.C1C=CC2N(O)N=NC=2C=1.C(Cl)CCl, predict the reaction product. The product is: [F:16][C:17]1[CH:23]=[CH:22][C:20]([NH:21][C:13]([C:7]2[C:6]3[C:10](=[CH:11][CH:12]=[C:4]([N+:1]([O-:3])=[O:2])[CH:5]=3)[NH:9][N:8]=2)=[O:15])=[CH:19][CH:18]=1. (10) Given the reactants I[C:2]1[CH:3]=[C:4]([CH:7]=[CH:8][CH:9]=1)[CH2:5][NH2:6].[CH3:10][O:11][C:12]1[CH:17]=[CH:16][C:15]([SH:18])=[CH:14][CH:13]=1.C([O-])([O-])=O.[K+].[K+].C(O)CO, predict the reaction product. The product is: [CH3:10][O:11][C:12]1[CH:17]=[CH:16][C:15]([S:18][C:2]2[CH:3]=[C:4]([CH:7]=[CH:8][CH:9]=2)[CH2:5][NH2:6])=[CH:14][CH:13]=1.